Dataset: NCI-60 drug combinations with 297,098 pairs across 59 cell lines. Task: Regression. Given two drug SMILES strings and cell line genomic features, predict the synergy score measuring deviation from expected non-interaction effect. (1) Drug 1: C1=NC2=C(N=C(N=C2N1C3C(C(C(O3)CO)O)F)Cl)N. Drug 2: CN(CCCl)CCCl.Cl. Cell line: NCI-H322M. Synergy scores: CSS=-4.04, Synergy_ZIP=-0.137, Synergy_Bliss=-1.63, Synergy_Loewe=-3.42, Synergy_HSA=-3.90. (2) Drug 1: C1CCC(CC1)NC(=O)N(CCCl)N=O. Drug 2: C1C(C(OC1N2C=C(C(=O)NC2=O)F)CO)O. Cell line: A498. Synergy scores: CSS=27.2, Synergy_ZIP=-5.09, Synergy_Bliss=-5.38, Synergy_Loewe=-6.54, Synergy_HSA=-2.25. (3) Drug 1: CCCCC(=O)OCC(=O)C1(CC(C2=C(C1)C(=C3C(=C2O)C(=O)C4=C(C3=O)C=CC=C4OC)O)OC5CC(C(C(O5)C)O)NC(=O)C(F)(F)F)O. Drug 2: C(CN)CNCCSP(=O)(O)O. Cell line: PC-3. Synergy scores: CSS=45.3, Synergy_ZIP=-3.92, Synergy_Bliss=-9.99, Synergy_Loewe=-41.3, Synergy_HSA=-8.89. (4) Drug 1: C1CCC(C1)C(CC#N)N2C=C(C=N2)C3=C4C=CNC4=NC=N3. Drug 2: C(CCl)NC(=O)N(CCCl)N=O. Cell line: A549. Synergy scores: CSS=0.635, Synergy_ZIP=-1.49, Synergy_Bliss=-0.512, Synergy_Loewe=-9.46, Synergy_HSA=-3.92. (5) Drug 1: COC1=NC(=NC2=C1N=CN2C3C(C(C(O3)CO)O)O)N. Drug 2: CC(C)CN1C=NC2=C1C3=CC=CC=C3N=C2N. Cell line: HOP-92. Synergy scores: CSS=-0.359, Synergy_ZIP=-1.12, Synergy_Bliss=-4.20, Synergy_Loewe=-5.06, Synergy_HSA=-5.02. (6) Drug 1: C1=CN(C=N1)CC(O)(P(=O)(O)O)P(=O)(O)O. Drug 2: C1CCC(C(C1)N)N.C(=O)(C(=O)[O-])[O-].[Pt+4]. Cell line: DU-145. Synergy scores: CSS=31.9, Synergy_ZIP=-1.69, Synergy_Bliss=3.17, Synergy_Loewe=0.587, Synergy_HSA=0.390. (7) Drug 1: C1=CC=C(C(=C1)C(C2=CC=C(C=C2)Cl)C(Cl)Cl)Cl. Drug 2: CC12CCC3C(C1CCC2O)C(CC4=C3C=CC(=C4)O)CCCCCCCCCS(=O)CCCC(C(F)(F)F)(F)F. Cell line: BT-549. Synergy scores: CSS=-0.190, Synergy_ZIP=-1.71, Synergy_Bliss=-5.22, Synergy_Loewe=-0.299, Synergy_HSA=-4.42.